This data is from Catalyst prediction with 721,799 reactions and 888 catalyst types from USPTO. The task is: Predict which catalyst facilitates the given reaction. (1) Reactant: Br[C:2]1[C:22]([F:23])=[CH:21][C:5]2[O:6][C:7]([C:15]3[CH:20]=[CH:19][CH:18]=[CH:17][CH:16]=3)([C:9]3[CH:14]=[CH:13][CH:12]=[CH:11][CH:10]=3)[O:8][C:4]=2[CH:3]=1.C([Li])CCC.[N:29]1([C:35](Cl)=[O:36])[CH2:34][CH2:33][O:32][CH2:31][CH2:30]1.C(=O)(O)[O-].[Na+]. Product: [F:23][C:22]1[C:2]([C:35]([N:29]2[CH2:34][CH2:33][O:32][CH2:31][CH2:30]2)=[O:36])=[CH:3][C:4]2[O:8][C:7]([C:15]3[CH:20]=[CH:19][CH:18]=[CH:17][CH:16]=3)([C:9]3[CH:14]=[CH:13][CH:12]=[CH:11][CH:10]=3)[O:6][C:5]=2[CH:21]=1. The catalyst class is: 27. (2) Reactant: [NH2:1][C:2]1[C:11]([N+:12]([O-:14])=[O:13])=[CH:10][C:9]([Cl:15])=[CH:8][C:3]=1[C:4]([O:6]C)=[O:5].[OH-].[Li+].Cl. Product: [NH2:1][C:2]1[C:11]([N+:12]([O-:14])=[O:13])=[CH:10][C:9]([Cl:15])=[CH:8][C:3]=1[C:4]([OH:6])=[O:5]. The catalyst class is: 6. (3) Reactant: [NH:1]1[C:9]2[C:4](=[CH:5][CH:6]=[CH:7][CH:8]=2)[C:3]2([CH2:14][CH2:13][CH2:12][CH2:11][CH2:10]2)[C:2]1=[O:15].[H-].[Na+].[F:18][C:19]1[CH:20]=[C:21]([CH:24]=[CH:25][CH:26]=1)[CH2:22]Br. Product: [F:18][C:19]1[CH:20]=[C:21]([CH:24]=[CH:25][CH:26]=1)[CH2:22][N:1]1[C:9]2[C:4](=[CH:5][CH:6]=[CH:7][CH:8]=2)[C:3]2([CH2:14][CH2:13][CH2:12][CH2:11][CH2:10]2)[C:2]1=[O:15]. The catalyst class is: 9. (4) Product: [CH2:12]1[C:13]2[C:18](=[CH:17][CH:16]=[CH:15][CH:14]=2)[CH2:19][CH2:20][N:11]1[CH2:10][CH:9]([OH:21])[CH2:8][NH:7][C:5](=[O:6])[C:4]1[CH:22]=[CH:23][CH:24]=[C:2]([NH:1][CH:31]2[CH2:32][O:29][CH2:30]2)[CH:3]=1. The catalyst class is: 5. Reactant: [NH2:1][C:2]1[CH:3]=[C:4]([CH:22]=[CH:23][CH:24]=1)[C:5]([NH:7][CH2:8][CH:9]([OH:21])[CH2:10][N:11]1[CH2:20][CH2:19][C:18]2[C:13](=[CH:14][CH:15]=[CH:16][CH:17]=2)[CH2:12]1)=[O:6].CC(O)=O.[O:29]1[CH2:32][C:31](=O)[CH2:30]1.[BH3-]C#N.[Na+]. (5) Reactant: [CH3:1][NH:2][CH2:3][CH:4]([C:6]1[CH:11]=[CH:10][CH:9]=[C:8]([CH3:12])[N:7]=1)[OH:5].C(N(CC)C(C)C)(C)C.[Cl:22][C:23]1[CH:45]=[CH:44][C:26]([CH2:27][NH:28][C:29]([C:31]2[C:32](=[O:43])[C:33]3[CH:40]=[C:39]([CH2:41]Cl)[S:38][C:34]=3[N:35]([CH3:37])[CH:36]=2)=[O:30])=[CH:25][CH:24]=1.O. Product: [Cl:22][C:23]1[CH:45]=[CH:44][C:26]([CH2:27][NH:28][C:29]([C:31]2[C:32](=[O:43])[C:33]3[CH:40]=[C:39]([CH2:41][N:2]([CH2:3][CH:4]([OH:5])[C:6]4[CH:11]=[CH:10][CH:9]=[C:8]([CH3:12])[N:7]=4)[CH3:1])[S:38][C:34]=3[N:35]([CH3:37])[CH:36]=2)=[O:30])=[CH:25][CH:24]=1. The catalyst class is: 3. (6) The catalyst class is: 30. Reactant: [CH3:1][O:2][C:3]1[CH:8]=[CH:7][C:6]([N:9]2[C:13]([C:14]([O:16]C)=[O:15])=[CH:12][C:11]([C:18]([O:20][CH2:21][CH3:22])=[O:19])=[N:10]2)=[CH:5][CH:4]=1.O.[OH-].[Li+]. Product: [CH3:1][O:2][C:3]1[CH:4]=[CH:5][C:6]([N:9]2[C:13]([C:14]([OH:16])=[O:15])=[CH:12][C:11]([C:18]([O:20][CH2:21][CH3:22])=[O:19])=[N:10]2)=[CH:7][CH:8]=1.